From a dataset of Reaction yield outcomes from USPTO patents with 853,638 reactions. Predict the reaction yield, written as a fraction of the theoretical maximum amount of product (1.0 means a 100% yield; for example, 0.34 means a 34% yield). (1) The reactants are [OH:1][C:2]1([C:15]([OH:17])=O)[CH2:7][CH2:6][CH2:5][N:4]([C:8]2[CH:13]=[CH:12][CH:11]=[CH:10][CH:9]=2)[C:3]1=[O:14].[Cl:18][C:19]1[CH:20]=[C:21]([CH:24]=[C:25]([F:27])[CH:26]=1)[CH2:22][NH2:23].C(N(CC)CC)C. The catalyst is ClCCl. The product is [Cl:18][C:19]1[CH:20]=[C:21]([CH:24]=[C:25]([F:27])[CH:26]=1)[CH2:22][NH:23][C:15]([C:2]1([OH:1])[CH2:7][CH2:6][CH2:5][N:4]([C:8]2[CH:9]=[CH:10][CH:11]=[CH:12][CH:13]=2)[C:3]1=[O:14])=[O:17]. The yield is 0.120. (2) The catalyst is CC(C)=O.[Os](=O)(=O)(=O)=O. The product is [CH2:1]([C:5]1[N:6]([CH2:15][C:16]2[CH:17]=[CH:18][C:19]([C:22]3[C:23]([C:28]#[N:29])=[CH:24][CH:25]=[CH:26][CH:27]=3)=[CH:20][CH:21]=2)[C:7](=[O:14])[C:8]([CH:12]=[O:31])=[C:9]([CH3:11])[N:10]=1)[CH2:2][CH2:3][CH3:4]. The reactants are [CH2:1]([C:5]1[N:6]([CH2:15][C:16]2[CH:21]=[CH:20][C:19]([C:22]3[C:23]([C:28]#[N:29])=[CH:24][CH:25]=[CH:26][CH:27]=3)=[CH:18][CH:17]=2)[C:7](=[O:14])[C:8]([CH:12]=C)=[C:9]([CH3:11])[N:10]=1)[CH2:2][CH2:3][CH3:4].I([O-])(=O)(=O)=[O:31].[Na+].C(#N)C.O. The yield is 0.710. (3) The reactants are [C:1]([C:3]1[CH:4]=[C:5]([CH:10]=[CH:11][C:12]=1[CH2:13][N:14]([C:22]([O:24][C:25]([CH3:28])([CH3:27])[CH3:26])=[O:23])[C:15]([O:17][C:18]([CH3:21])([CH3:20])[CH3:19])=[O:16])[C:6]([O:8]C)=[O:7])#[N:2].CO.[Li+].[OH-]. The catalyst is C1COCC1. The product is [C:1]([C:3]1[CH:4]=[C:5]([CH:10]=[CH:11][C:12]=1[CH2:13][N:14]([C:15]([O:17][C:18]([CH3:21])([CH3:20])[CH3:19])=[O:16])[C:22]([O:24][C:25]([CH3:26])([CH3:27])[CH3:28])=[O:23])[C:6]([OH:8])=[O:7])#[N:2]. The yield is 0.440. (4) The reactants are [CH:1]([C:3]1[N:8]=[N:7][C:6]2[O:9][CH2:10][CH2:11][CH2:12][C:5]=2[CH:4]=1)=C.O.I([O-])(=O)(=O)=[O:15].[Na+]. The catalyst is O1CCOCC1.[Os](=O)(=O)(=O)=O. The product is [N:7]1[C:6]2[O:9][CH2:10][CH2:11][CH2:12][C:5]=2[CH:4]=[C:3]([CH:1]=[O:15])[N:8]=1. The yield is 0.540. (5) The catalyst is C1(C2C=CC=CC=2)C=CC=CC=1.CCOCC. The reactants are [F:1][C:2]1[CH:8]=[CH:7][CH:6]=[CH:5][C:3]=1[NH2:4].[C:9]1([S:15]([C:18](=[CH:23]OCC)[C:19](OC)=[O:20])(=[O:17])=[O:16])[CH:14]=[CH:13][CH:12]=[CH:11][CH:10]=1. The yield is 0.0330. The product is [OH:20][C:19]1[C:5]2[C:3](=[C:2]([F:1])[CH:8]=[CH:7][CH:6]=2)[N:4]=[CH:23][C:18]=1[S:15]([C:9]1[CH:14]=[CH:13][CH:12]=[CH:11][CH:10]=1)(=[O:17])=[O:16].